From a dataset of Peptide-MHC class II binding affinity with 134,281 pairs from IEDB. Regression. Given a peptide amino acid sequence and an MHC pseudo amino acid sequence, predict their binding affinity value. This is MHC class II binding data. (1) The peptide sequence is NPLIRHENRMVLAST. The MHC is DRB1_0901 with pseudo-sequence DRB1_0901. The binding affinity (normalized) is 0.579. (2) The peptide sequence is SDVLEMYKAIGGKIYIVDGD. The binding affinity (normalized) is 0.555. The MHC is DRB1_1301 with pseudo-sequence DRB1_1301. (3) The peptide sequence is DYVLLGVAAAVVIGL. The MHC is DRB1_0405 with pseudo-sequence DRB1_0405. The binding affinity (normalized) is 0.253. (4) The MHC is DRB1_0701 with pseudo-sequence DRB1_0701. The binding affinity (normalized) is 0.850. The peptide sequence is RGLKLATALSLSNKF. (5) The peptide sequence is GELQIVDKIDAVFKI. The MHC is DRB3_0101 with pseudo-sequence DRB3_0101. The binding affinity (normalized) is 0.737. (6) The peptide sequence is ITKLGAKPDGKTDCT. The MHC is HLA-DPA10201-DPB11401 with pseudo-sequence HLA-DPA10201-DPB11401. The binding affinity (normalized) is 0.